This data is from Catalyst prediction with 721,799 reactions and 888 catalyst types from USPTO. The task is: Predict which catalyst facilitates the given reaction. (1) Product: [N:1]1[CH:6]=[CH:5][CH:4]=[CH:3][C:2]=1[C:7]1[N:15]2[C:10]([CH:11]=[CH:12][C:13]([C:16]([F:17])([F:18])[F:19])=[CH:14]2)=[CH:9][C:8]=1[CH:20]=[O:21]. Reactant: [N:1]1[CH:6]=[CH:5][CH:4]=[CH:3][C:2]=1[C:7]1[N:15]2[C:10]([CH:11]=[CH:12][C:13]([C:16]([F:19])([F:18])[F:17])=[CH:14]2)=[CH:9][C:8]=1[CH2:20][OH:21]. The catalyst class is: 697. (2) Reactant: Br[C:2]1[CH:3]=[C:4]([C:23]([NH2:25])=[O:24])[C:5]2[NH:6][C:7]3[C:12]([C:13]=2[CH:14]=1)=[CH:11][C:10]([C:15]([N:17]1[CH2:22][CH2:21][O:20][CH2:19][CH2:18]1)=[O:16])=[CH:9][CH:8]=3.[CH3:26][C:27]1[C:31](B2OC(C)(C)C(C)(C)O2)=[C:30]([CH3:41])[O:29][N:28]=1.O1CCCC1.[O-]P([O-])([O-])=O.[K+].[K+].[K+]. Product: [CH3:26][C:27]1[C:31]([C:2]2[CH:3]=[C:4]([C:23]([NH2:25])=[O:24])[C:5]3[NH:6][C:7]4[C:12]([C:13]=3[CH:14]=2)=[CH:11][C:10]([C:15]([N:17]2[CH2:18][CH2:19][O:20][CH2:21][CH2:22]2)=[O:16])=[CH:9][CH:8]=4)=[C:30]([CH3:41])[O:29][N:28]=1. The catalyst class is: 4. (3) Reactant: [Cl:1][C:2]1[CH:7]=[C:6]2[NH:8][C:9](=[O:31])[C:10]3([CH:15]([C:16]4[CH:21]=[CH:20][CH:19]=[C:18]([Cl:22])[CH:17]=4)[CH2:14][C:13](=[O:23])[N:12]([CH2:24][C:25](F)=[O:26])[CH:11]3[C:28]([CH3:30])=[CH2:29])[C:5]2=[CH:4][CH:3]=1.N[C:33]([CH3:37])(C)[CH2:34]O.C[N:39]1CCOCC1. Product: [Cl:1][C:2]1[CH:7]=[C:6]2[NH:8][C:9](=[O:31])[C:10]3([CH:15]([C:16]4[CH:21]=[CH:20][CH:19]=[C:18]([Cl:22])[CH:17]=4)[CH2:14][C:13](=[O:23])[N:12]([CH2:24][C:25]([NH:39][CH:33]4[CH2:37][CH2:34]4)=[O:26])[CH:11]3[C:28]([CH3:30])=[CH2:29])[C:5]2=[CH:4][CH:3]=1. The catalyst class is: 367. (4) Reactant: [H-].[Al+3].[Li+].[H-].[H-].[H-].[O:7]1[C:11]2[CH:12]=[CH:13][C:14]([CH:16]([C:32]3[C:40]4[C:35](=[CH:36][C:37]([C:41](OC)=[O:42])=[CH:38][CH:39]=4)[N:34]([CH3:45])[CH:33]=3)[C:17]([NH:19][S:20]([C:23]3[CH:28]=[CH:27][C:26]([CH3:29])=[CH:25][C:24]=3[O:30][CH3:31])(=[O:22])=[O:21])=[O:18])=[CH:15][C:10]=2[O:9][CH2:8]1.C(OCC)(=O)C. Product: [O:7]1[C:11]2[CH:12]=[CH:13][C:14]([CH:16]([C:32]3[C:40]4[C:35](=[CH:36][C:37]([CH2:41][OH:42])=[CH:38][CH:39]=4)[N:34]([CH3:45])[CH:33]=3)[C:17]([NH:19][S:20]([C:23]3[CH:28]=[CH:27][C:26]([CH3:29])=[CH:25][C:24]=3[O:30][CH3:31])(=[O:22])=[O:21])=[O:18])=[CH:15][C:10]=2[O:9][CH2:8]1. The catalyst class is: 7. (5) Reactant: [Cl:1][C:2]1[S:6][C:5]([C:7]([NH:9][CH2:10][C:11]2[N:12]=[CH:13][N:14]([C:16]3[CH:21]=[CH:20][C:19]([N:22]4[CH:27]=[CH:26][CH:25]=[CH:24][C:23]4=[O:28])=[CH:18][C:17]=3F)[CH:15]=2)=[O:8])=[CH:4][CH:3]=1.[O:30]=[C:31]1[CH2:36][NH:35][CH2:34][CH2:33][NH:32]1. Product: [Cl:1][C:2]1[S:6][C:5]([C:7]([NH:9][CH2:10][C:11]2[N:12]=[CH:13][N:14]([C:16]3[CH:21]=[CH:20][C:19]([N:22]4[CH:27]=[CH:26][CH:25]=[CH:24][C:23]4=[O:28])=[CH:18][C:17]=3[N:35]3[CH2:34][CH2:33][NH:32][C:31](=[O:30])[CH2:36]3)[CH:15]=2)=[O:8])=[CH:4][CH:3]=1. The catalyst class is: 16.